The task is: Predict which catalyst facilitates the given reaction.. This data is from Catalyst prediction with 721,799 reactions and 888 catalyst types from USPTO. (1) Reactant: N12CCCN=C1CCCCC2.Cl.[NH2:13][CH2:14][C:15]1[CH:23]=[CH:22][CH:21]=[C:20]2[C:16]=1[C:17](=[O:33])[N:18]([CH:25]1[CH2:30][CH2:29][C:28](=[O:31])[NH:27][C:26]1=[O:32])[C:19]2=[O:24].[C:34](Cl)(=[O:45])[CH2:35][CH2:36][CH2:37][CH2:38][CH2:39][CH2:40][CH2:41][CH2:42][CH2:43][CH3:44]. Product: [O:32]=[C:26]1[CH:25]([N:18]2[C:17](=[O:33])[C:16]3[C:20](=[CH:21][CH:22]=[CH:23][C:15]=3[CH2:14][NH:13][C:34](=[O:45])[CH2:35][CH2:36][CH2:37][CH2:38][CH2:39][CH2:40][CH2:41][CH2:42][CH2:43][CH3:44])[C:19]2=[O:24])[CH2:30][CH2:29][C:28](=[O:31])[NH:27]1. The catalyst class is: 23. (2) Product: [Br:8][C:6]1[CH:5]=[CH:4][C:3]([O:9][CH2:12][CH2:11][Br:10])=[C:2]([NH2:1])[CH:7]=1. The catalyst class is: 18. Reactant: [NH2:1][C:2]1[CH:7]=[C:6]([Br:8])[CH:5]=[CH:4][C:3]=1[OH:9].[Br:10][CH2:11][CH2:12]Br.C([O-])([O-])=O.[K+].[K+]. (3) Product: [O:13]=[C:11]1[CH2:4][C@@H:5]2[CH2:6][N:7]([C:14]([O:16][C:17]([CH3:18])([CH3:19])[CH3:20])=[O:15])[CH2:8][C@@H:9]2[CH2:10]1. Reactant: C([CH2:4][C@H:5]1[C@@H:9]([CH2:10][C:11]([OH:13])=O)[CH2:8][N:7]([C:14]([O:16][C:17]([CH3:20])([CH3:19])[CH3:18])=[O:15])[CH2:6]1)(O)=O.C([O-])(=O)C.[Na+]. The catalyst class is: 152. (4) Reactant: [Cl:1][C:2]1[CH:36]=[CH:35][C:5]([CH2:6][N:7]2[C:15]3[C:14](=[O:16])[N:13]([CH2:17][CH:18]4[CH2:20][O:19]4)[C:12](=[O:21])[N:11]([CH3:22])[C:10]=3[N:9]=[C:8]2[O:23][C:24]2[CH:29]=[CH:28][CH:27]=[C:26]([O:30][C:31]([F:34])([F:33])[F:32])[CH:25]=2)=[CH:4][CH:3]=1.Cl.[CH3:38][NH:39][CH3:40].Cl([O-])(=O)(=O)=O.[Li+]. Product: [Cl:1][C:2]1[CH:3]=[CH:4][C:5]([CH2:6][N:7]2[C:15]3[C:14](=[O:16])[N:13]([CH2:17][CH:18]([OH:19])[CH2:20][N:39]([CH3:40])[CH3:38])[C:12](=[O:21])[N:11]([CH3:22])[C:10]=3[N:9]=[C:8]2[O:23][C:24]2[CH:29]=[CH:28][CH:27]=[C:26]([O:30][C:31]([F:33])([F:32])[F:34])[CH:25]=2)=[CH:35][CH:36]=1. The catalyst class is: 375.